Dataset: Forward reaction prediction with 1.9M reactions from USPTO patents (1976-2016). Task: Predict the product of the given reaction. (1) Given the reactants [CH3:1][N:2]1[CH:6]=[CH:5][CH:4]=[N:3]1.[Cl:7][S:8](O)(=[O:10])=[O:9].N#N.S(Cl)(Cl)=O, predict the reaction product. The product is: [CH3:1][N:2]1[CH:6]=[CH:5][C:4]([S:8]([Cl:7])(=[O:10])=[O:9])=[N:3]1. (2) Given the reactants [C:1](=[O:12])(OC(Cl)(Cl)Cl)OC(Cl)(Cl)Cl.C(N(CC)CC)C.[NH2:20][C:21]1[CH:48]=[CH:47][C:24]([C:25]([N:27]2[CH2:32][CH2:31][N:30]([CH2:33][C:34]3[CH:35]=[C:36]([CH:44]=[CH:45][CH:46]=3)[C:37]([NH:39][C:40]([CH3:43])([CH3:42])[CH3:41])=[O:38])[CH2:29][CH2:28]2)=[O:26])=[C:23]([Cl:49])[C:22]=1[F:50].[CH:51]1([CH2:54][NH2:55])[CH2:53][CH2:52]1, predict the reaction product. The product is: [C:40]([NH:39][C:37](=[O:38])[C:36]1[CH:44]=[CH:45][CH:46]=[C:34]([CH2:33][N:30]2[CH2:29][CH2:28][N:27]([C:25](=[O:26])[C:24]3[CH:47]=[CH:48][C:21]([NH:20][C:1]([NH:55][CH2:54][CH:51]4[CH2:53][CH2:52]4)=[O:12])=[C:22]([F:50])[C:23]=3[Cl:49])[CH2:32][CH2:31]2)[CH:35]=1)([CH3:43])([CH3:42])[CH3:41]. (3) Given the reactants [Cl:1][C:2]1[CH:3]=[CH:4][C:5]2[N:11]3[CH:12]=[CH:13][CH:14]=[C:10]3[C@@H:9]([CH2:15][CH2:16][CH2:17][C:18](O)=[O:19])[O:8][C@H:7]([C:21]3[CH:26]=[CH:25][CH:24]=[C:23]([O:27][CH3:28])[C:22]=3[O:29][CH3:30])[C:6]=2[CH:31]=1.[NH:32]1[CH2:37][CH2:36][CH:35]([CH2:38][C:39]([O:41][CH2:42][CH3:43])=[O:40])[CH2:34][CH2:33]1.ON1C2C=CC=CC=2N=N1.Cl.C(N=C=NCCCN(C)C)C, predict the reaction product. The product is: [Cl:1][C:2]1[CH:3]=[CH:4][C:5]2[N:11]3[CH:12]=[CH:13][CH:14]=[C:10]3[C@@H:9]([CH2:15][CH2:16][CH2:17][C:18]([N:32]3[CH2:37][CH2:36][CH:35]([CH2:38][C:39]([O:41][CH2:42][CH3:43])=[O:40])[CH2:34][CH2:33]3)=[O:19])[O:8][C@H:7]([C:21]3[CH:26]=[CH:25][CH:24]=[C:23]([O:27][CH3:28])[C:22]=3[O:29][CH3:30])[C:6]=2[CH:31]=1. (4) The product is: [C:1]12([C:11]3[CH:30]=[CH:29][C:14]([O:15][CH2:16][C:17]4[NH:18][C:19]5[CH:25]=[C:24]([C:26]([NH2:43])=[O:27])[CH:23]=[CH:22][C:20]=5[N:21]=4)=[CH:13][CH:12]=3)[CH2:8][CH:7]3[CH2:9][CH:3]([CH2:4][CH:5]([CH2:6]3)[CH2:10]1)[CH2:2]2. Given the reactants [C:1]12([C:11]3[CH:30]=[CH:29][C:14]([O:15][CH2:16][C:17]4[NH:18][C:19]5[CH:25]=[C:24]([C:26](O)=[O:27])[CH:23]=[CH:22][C:20]=5[N:21]=4)=[CH:13][CH:12]=3)[CH2:10][CH:5]3[CH2:6][CH:7]([CH2:9][CH:3]([CH2:4]3)[CH2:2]1)[CH2:8]2.[Cl-].[NH4+].C(Cl)CCl.C1C=CC2N(O)N=[N:43]C=2C=1.CCN(C(C)C)C(C)C, predict the reaction product. (5) Given the reactants C[Si]([N-][Si](C)(C)C)(C)C.[Li+].Br[C:12]1[CH:13]=[C:14]([CH3:28])[C:15]([C:18]2[CH2:27][CH2:26][C:21]3([O:25][CH2:24][CH2:23][O:22]3)[CH2:20][CH:19]=2)=[N:16][CH:17]=1.F[B-](F)(F)F.C(P(C(C)(C)C)C(C)(C)C)(C)(C)C.[F-].C([N+:52](CCCC)(CCCC)CCCC)CCC, predict the reaction product. The product is: [O:25]1[C:21]2([CH2:26][CH2:27][C:18]([C:15]3[N:16]=[CH:17][C:12]([NH2:52])=[CH:13][C:14]=3[CH3:28])=[CH:19][CH2:20]2)[O:22][CH2:23][CH2:24]1. (6) Given the reactants O[CH2:2][C:3]1[CH:8]=[CH:7][C:6]([O:9][CH3:10])=[CH:5][C:4]=1[OH:11].[BrH:12].[C:13]1([P:19]([C:26]2[CH:31]=[CH:30][CH:29]=[CH:28][CH:27]=2)[C:20]2[CH:25]=[CH:24][CH:23]=[CH:22][CH:21]=2)[CH:18]=[CH:17][CH:16]=[CH:15][CH:14]=1, predict the reaction product. The product is: [Br-:12].[OH:11][C:4]1[CH:5]=[C:6]([O:9][CH3:10])[CH:7]=[CH:8][C:3]=1[CH2:2][P+:19]([C:20]1[CH:21]=[CH:22][CH:23]=[CH:24][CH:25]=1)([C:26]1[CH:31]=[CH:30][CH:29]=[CH:28][CH:27]=1)[C:13]1[CH:14]=[CH:15][CH:16]=[CH:17][CH:18]=1.